This data is from Full USPTO retrosynthesis dataset with 1.9M reactions from patents (1976-2016). The task is: Predict the reactants needed to synthesize the given product. (1) Given the product [CH3:34][C:2]([CH3:1])([CH3:35])[C:3]#[C:4][C:5]1[S:9][C:8]([C:10]([OH:12])=[O:11])=[C:7]([N:14]([C@H:24]2[CH2:28][CH2:27][N:26]([CH2:29][CH2:30][O:31][CH3:32])[C:25]2=[O:33])[C:15]([C@H:17]2[CH2:22][CH2:21][C@H:20]([CH3:23])[CH2:19][CH2:18]2)=[O:16])[CH:6]=1, predict the reactants needed to synthesize it. The reactants are: [CH3:1][C:2]([CH3:35])([CH3:34])[C:3]#[C:4][C:5]1[S:9][C:8]([C:10]([O:12]C)=[O:11])=[C:7]([N:14]([C@H:24]2[CH2:28][CH2:27][N:26]([CH2:29][CH2:30][O:31][CH3:32])[C:25]2=[O:33])[C:15]([C@H:17]2[CH2:22][CH2:21][C@H:20]([CH3:23])[CH2:19][CH2:18]2)=[O:16])[CH:6]=1.O[Li].O.Cl. (2) Given the product [F:21][C:22]1[CH:27]=[CH:26][C:25]([C:2]2[CH:3]=[N:4][C:5]([N:8]3[CH2:13][CH2:12][N:11]([C:14]([O:16][C:17]([CH3:20])([CH3:19])[CH3:18])=[O:15])[CH2:10][CH2:9]3)=[N:6][CH:7]=2)=[CH:24][CH:23]=1, predict the reactants needed to synthesize it. The reactants are: Br[C:2]1[CH:3]=[N:4][C:5]([N:8]2[CH2:13][CH2:12][N:11]([C:14]([O:16][C:17]([CH3:20])([CH3:19])[CH3:18])=[O:15])[CH2:10][CH2:9]2)=[N:6][CH:7]=1.[F:21][C:22]1[CH:27]=[CH:26][C:25](B(O)O)=[CH:24][CH:23]=1.C(=O)(O)[O-].[Na+]. (3) The reactants are: [OH:1][C:2]1[CH:11]=[CH:10][C:9]([OH:12])=[CH:8][C:3]=1[C:4]([O:6][CH3:7])=[O:5].[C:13]([O-])([O-])=[O:14].[K+].[K+].[I-].[Na+].Cl[CH2:22][C:23]([O:25][CH3:26])=[O:24].C[C:28]([CH3:30])=[O:29]. Given the product [CH3:7][O:6][C:4](=[O:5])[C:3]1[CH:8]=[C:9]([O:12][CH2:22][C:23]([O:25][CH3:26])=[O:24])[CH:10]=[CH:11][C:2]=1[O:1][CH2:30][C:28]([O:14][CH3:13])=[O:29], predict the reactants needed to synthesize it. (4) Given the product [Cl:1][C:2]1[CH:3]=[C:4]([C:8]2[N:12]([C:13]3[CH:14]=[CH:15][C:16]([F:19])=[CH:17][CH:18]=3)[N:11]=[C:10]([C:20]([OH:22])=[O:21])[CH:9]=2)[CH:5]=[CH:6][CH:7]=1, predict the reactants needed to synthesize it. The reactants are: [Cl:1][C:2]1[CH:3]=[C:4]([C:8]2[N:12]([C:13]3[CH:18]=[CH:17][C:16]([F:19])=[CH:15][CH:14]=3)[N:11]=[C:10]([C:20]([O:22]CC)=[O:21])[CH:9]=2)[CH:5]=[CH:6][CH:7]=1.[OH-].[Li+]. (5) Given the product [CH3:9][O:8][C:4]([C:5]1[S:6][C:11]2=[N:12][C:13]([CH:22]([CH3:23])[CH3:24])=[CH:14][CH:15]=[C:16]2[C:17]=1[OH:18])=[O:7], predict the reactants needed to synthesize it. The reactants are: [Na].CO.[C:4]([O:8][CH3:9])(=[O:7])[CH2:5][SH:6].Cl[C:11]1[C:16]([C:17](OCC)=[O:18])=[CH:15][CH:14]=[C:13]([CH:22]([CH3:24])[CH3:23])[N:12]=1.